Dataset: Catalyst prediction with 721,799 reactions and 888 catalyst types from USPTO. Task: Predict which catalyst facilitates the given reaction. (1) Reactant: [H-].[Na+].[Cl:3][C:4]1[C:13]2[C:8](=[CH:9][CH:10]=[CH:11][CH:12]=2)[C:7]([OH:14])=[CH:6][N:5]=1.[CH2:15](Br)[CH:16]=[CH2:17]. Product: [CH2:17]([O:14][C:7]1[C:8]2[C:13](=[CH:12][CH:11]=[CH:10][CH:9]=2)[C:4]([Cl:3])=[N:5][CH:6]=1)[CH:16]=[CH2:15]. The catalyst class is: 39. (2) The catalyst class is: 33. Reactant: [F:1][C:2]([F:12])([F:11])[C:3]1[CH:8]=[CH:7][C:6]([NH:9][NH2:10])=[CH:5][CH:4]=1.[C:13]([OH:18])(=[O:17])[C:14]([CH3:16])=O. Product: [F:1][C:2]([F:11])([F:12])[C:3]1[CH:4]=[CH:5][C:6]([NH:9][N:10]=[C:14]([CH3:16])[C:13]([OH:18])=[O:17])=[CH:7][CH:8]=1. (3) Reactant: [Br:1][C:2]1[CH:29]=[N:28][C:5]2=[N:6][C:7]([N:15]3[CH2:18][CH:17]([N:19]([CH3:27])[C:20](=[O:26])[O:21][C:22]([CH3:25])([CH3:24])[CH3:23])[CH2:16]3)=[C:8]([NH:10][C@@H:11]([CH3:14])[CH2:12]O)[N:9]=[C:4]2[CH:3]=1.CS(Cl)(=O)=O. Product: [Br:1][C:2]1[CH:29]=[N:28][C:5]2[N:6]=[C:7]([N:15]3[CH2:18][CH:17]([N:19]([CH3:27])[C:20](=[O:26])[O:21][C:22]([CH3:24])([CH3:23])[CH3:25])[CH2:16]3)[C:8]3[N:9]([CH2:12][C@H:11]([CH3:14])[N:10]=3)[C:4]=2[CH:3]=1. The catalyst class is: 2. (4) Reactant: C([SiH](CC)CC)C.FC(F)(F)C(O)=O.[CH3:15][O:16][C:17]1[CH:25]=[C:24]2[C:20]([CH:21]=[C:22]([C:26]3[CH:31]=[CH:30][CH:29]=[CH:28][CH:27]=3)[NH:23]2)=[CH:19][CH:18]=1.[CH:32]([C:34]1[CH:35]=[C:36]([CH:41]=[CH:42][CH:43]=1)[C:37]([O:39][CH3:40])=[O:38])=O.[OH-].[Na+]. Product: [CH3:15][O:16][C:17]1[CH:25]=[C:24]2[C:20]([C:21]([CH2:32][C:34]3[CH:35]=[C:36]([CH:41]=[CH:42][CH:43]=3)[C:37]([O:39][CH3:40])=[O:38])=[C:22]([C:26]3[CH:27]=[CH:28][CH:29]=[CH:30][CH:31]=3)[NH:23]2)=[CH:19][CH:18]=1. The catalyst class is: 34.